Dataset: Full USPTO retrosynthesis dataset with 1.9M reactions from patents (1976-2016). Task: Predict the reactants needed to synthesize the given product. Given the product [CH3:1][N:2]1[C:7]([CH3:9])([CH3:8])[CH2:6][C:5](=[N:14][OH:15])[CH2:4][C:3]1([CH3:12])[CH3:11], predict the reactants needed to synthesize it. The reactants are: [CH3:1][N:2]1[C:7]([CH3:9])([CH3:8])[CH2:6][C:5](=O)[CH2:4][C:3]1([CH3:12])[CH3:11].Cl.[NH2:14][OH:15].